Dataset: Forward reaction prediction with 1.9M reactions from USPTO patents (1976-2016). Task: Predict the product of the given reaction. (1) Given the reactants C(O[C:6]([N:8]1[CH2:13][CH2:12][NH:11][CH2:10][CH2:9]1)=O)(C)(C)C.[Cl:14]C[C:16](Cl)=[O:17].[C:19]([CH2:21][CH2:22][NH:23][CH3:24])#[N:20].[ClH:25].Cl.COCC(NC(=O)CN1CCNCC1)C, predict the reaction product. The product is: [ClH:14].[ClH:25].[C:19]([CH2:21][CH2:22][N:23]([CH3:24])[C:16](=[O:17])[CH2:6][N:8]1[CH2:9][CH2:10][NH:11][CH2:12][CH2:13]1)#[N:20]. (2) Given the reactants [Si:1]([N:18]1[C@H:21]([CH2:22][OH:23])[CH2:20][C:19]1=[O:24])([C:14]([CH3:17])([CH3:16])[CH3:15])([C:8]1[CH:13]=[CH:12][CH:11]=[CH:10][CH:9]=1)[C:2]1[CH:7]=[CH:6][CH:5]=[CH:4][CH:3]=1.CC(OI1(OC(C)=O)(OC(C)=O)OC(=O)C2C=CC=CC1=2)=O.[O-]S([O-])(=S)=O.[Na+].[Na+].C([O-])(O)=O.[Na+], predict the reaction product. The product is: [Si:1]([N:18]1[C:19](=[O:24])[CH2:20][C@H:21]1[CH:22]=[O:23])([C:14]([CH3:17])([CH3:16])[CH3:15])([C:8]1[CH:13]=[CH:12][CH:11]=[CH:10][CH:9]=1)[C:2]1[CH:7]=[CH:6][CH:5]=[CH:4][CH:3]=1.